Regression/Classification. Given a drug SMILES string, predict its absorption, distribution, metabolism, or excretion properties. Task type varies by dataset: regression for continuous measurements (e.g., permeability, clearance, half-life) or binary classification for categorical outcomes (e.g., BBB penetration, CYP inhibition). Dataset: cyp3a4_veith. From a dataset of CYP3A4 inhibition data for predicting drug metabolism from PubChem BioAssay. (1) The molecule is CCOc1ccc(C2C(C#N)=C(N)Oc3c2c(=O)oc2ccccc32)cc1. The result is 0 (non-inhibitor). (2) The molecule is COC(=O)c1cc(Br)c(=O)n(CCN2CCCC2)c1. The result is 0 (non-inhibitor). (3) The molecule is COc1cc2nc(N3CCN(C(=O)[C@H]4COc5ccccc5O4)CC3)nc(N)c2cc1OC.CS(=O)(=O)O. The result is 1 (inhibitor). (4) The molecule is CCc1ccc(CCN2CCCCC2)nc1. The result is 0 (non-inhibitor). (5) The drug is CN(C)CCCO[C@H]1[C@H]([C@H](O)CO)O[C@H]2OC(C)(C)O[C@@H]21. The result is 0 (non-inhibitor).